Predict the product of the given reaction. From a dataset of Forward reaction prediction with 1.9M reactions from USPTO patents (1976-2016). The product is: [Cl:1][C:2]1[CH:3]=[CH:4][C:5]2[NH:11][C:10](=[S:38])[C@@H:9]([CH2:13][C:14]([O:16][CH3:17])=[O:15])[S:8][C@H:7]([C:18]3[CH:23]=[CH:22][CH:21]=[C:20]([O:24][CH3:25])[C:19]=3[O:26][CH3:27])[C:6]=2[CH:28]=1. Given the reactants [Cl:1][C:2]1[CH:3]=[CH:4][C:5]2[NH:11][C:10](=O)[C@@H:9]([CH2:13][C:14]([O:16][CH3:17])=[O:15])[S:8][C@H:7]([C:18]3[CH:23]=[CH:22][CH:21]=[C:20]([O:24][CH3:25])[C:19]=3[O:26][CH3:27])[C:6]=2[CH:28]=1.COC1C=CC(P2(SP(C3C=CC(OC)=CC=3)(=S)S2)=[S:38])=CC=1, predict the reaction product.